This data is from NCI-60 drug combinations with 297,098 pairs across 59 cell lines. The task is: Regression. Given two drug SMILES strings and cell line genomic features, predict the synergy score measuring deviation from expected non-interaction effect. (1) Drug 1: CCCCCOC(=O)NC1=NC(=O)N(C=C1F)C2C(C(C(O2)C)O)O. Cell line: A549. Drug 2: CC1C(C(CC(O1)OC2CC(CC3=C2C(=C4C(=C3O)C(=O)C5=CC=CC=C5C4=O)O)(C(=O)C)O)N)O. Synergy scores: CSS=50.8, Synergy_ZIP=-0.568, Synergy_Bliss=-0.586, Synergy_Loewe=-50.4, Synergy_HSA=-0.526. (2) Drug 1: CC1OCC2C(O1)C(C(C(O2)OC3C4COC(=O)C4C(C5=CC6=C(C=C35)OCO6)C7=CC(=C(C(=C7)OC)O)OC)O)O. Drug 2: C(CN)CNCCSP(=O)(O)O. Cell line: SNB-75. Synergy scores: CSS=5.97, Synergy_ZIP=-1.92, Synergy_Bliss=0.502, Synergy_Loewe=-9.13, Synergy_HSA=-1.35. (3) Drug 1: CC1C(C(CC(O1)OC2CC(OC(C2O)C)OC3=CC4=CC5=C(C(=O)C(C(C5)C(C(=O)C(C(C)O)O)OC)OC6CC(C(C(O6)C)O)OC7CC(C(C(O7)C)O)OC8CC(C(C(O8)C)O)(C)O)C(=C4C(=C3C)O)O)O)O. Drug 2: CC1C(C(CC(O1)OC2CC(CC3=C2C(=C4C(=C3O)C(=O)C5=C(C4=O)C(=CC=C5)OC)O)(C(=O)CO)O)N)O.Cl. Cell line: HS 578T. Synergy scores: CSS=62.4, Synergy_ZIP=15.6, Synergy_Bliss=15.2, Synergy_Loewe=13.9, Synergy_HSA=15.6. (4) Drug 1: C1=NC2=C(N=C(N=C2N1C3C(C(C(O3)CO)O)F)Cl)N. Drug 2: CC1=C2C(C(=O)C3(C(CC4C(C3C(C(C2(C)C)(CC1OC(=O)C(C(C5=CC=CC=C5)NC(=O)C6=CC=CC=C6)O)O)OC(=O)C7=CC=CC=C7)(CO4)OC(=O)C)O)C)OC(=O)C. Cell line: CAKI-1. Synergy scores: CSS=42.4, Synergy_ZIP=-8.50, Synergy_Bliss=-15.1, Synergy_Loewe=-34.7, Synergy_HSA=-13.2. (5) Drug 1: CN(C)C1=NC(=NC(=N1)N(C)C)N(C)C. Drug 2: CC=C1C(=O)NC(C(=O)OC2CC(=O)NC(C(=O)NC(CSSCCC=C2)C(=O)N1)C(C)C)C(C)C. Cell line: ACHN. Synergy scores: CSS=2.26, Synergy_ZIP=8.08, Synergy_Bliss=2.06, Synergy_Loewe=-41.9, Synergy_HSA=-1.18.